This data is from Forward reaction prediction with 1.9M reactions from USPTO patents (1976-2016). The task is: Predict the product of the given reaction. (1) Given the reactants [CH3:1][NH:2][CH2:3][C@@H:4]([C@H:6]([C@@H:8]([C@@H:10]([CH2:12][OH:13])[OH:11])[OH:9])[OH:7])[OH:5].[CH:14]([C:16]1[CH:23]=[CH:22][C:19]([CH2:20]Cl)=[CH:18][CH:17]=1)=[CH2:15].C(=O)([O-])[O-].[Na+].[Na+], predict the reaction product. The product is: [CH:14]([C:16]1[CH:23]=[CH:22][C:19]([CH2:20][N:2]([CH3:1])[CH2:3][C@@H:4]([C@H:6]([C@@H:8]([C@@H:10]([CH2:12][OH:13])[OH:11])[OH:9])[OH:7])[OH:5])=[CH:18][CH:17]=1)=[CH2:15]. (2) The product is: [CH2:1]([C:3]1[CH:25]=[CH:24][CH:23]=[C:22]([CH3:26])[C:4]=1[CH2:5][O:6][C:7]1[C:15]2[N:14]=[C:13]([CH3:16])[N:12]([CH3:17])[C:11]=2[CH:10]=[C:9]([C:18]([OH:20])=[O:19])[CH:8]=1)[CH3:2]. Given the reactants [CH2:1]([C:3]1[CH:25]=[CH:24][CH:23]=[C:22]([CH3:26])[C:4]=1[CH2:5][O:6][C:7]1[C:15]2[N:14]=[C:13]([CH3:16])[N:12]([CH3:17])[C:11]=2[CH:10]=[C:9]([C:18]([O:20]C)=[O:19])[CH:8]=1)[CH3:2].[OH-].[Na+].Cl, predict the reaction product. (3) The product is: [N:56]1([C:18](=[O:20])/[CH:17]=[CH:16]/[C@@H:15]([NH:14][C:12]([C@@H:9]2[CH2:10][CH2:11][N:8]2[C:6]([O:5][C:2]([CH3:1])([CH3:3])[CH3:4])=[O:7])=[O:13])[CH2:21][CH3:22])[C:64]2[C:59](=[CH:60][CH:61]=[CH:62][CH:63]=2)[CH2:58][CH2:57]1. Given the reactants [CH3:1][C:2]([O:5][C:6]([N:8]1[CH2:11][CH2:10][C@H:9]1[C:12]([NH:14][C@@H:15]([CH2:21][CH3:22])/[CH:16]=[CH:17]/[C:18]([OH:20])=O)=[O:13])=[O:7])([CH3:4])[CH3:3].CN(C(ON1N=NC2C=CC=NC1=2)=[N+](C)C)C.F[P-](F)(F)(F)(F)F.CCN(C(C)C)C(C)C.[NH:56]1[C:64]2[C:59](=[CH:60][CH:61]=[CH:62][CH:63]=2)[CH2:58][CH2:57]1, predict the reaction product. (4) Given the reactants O.[OH-].[Li+].[CH3:4][C@@H:5]1[CH2:10][CH:9]([C@H:11]([NH:17][C:18]([O:20][CH3:21])=[O:19])[C:12]([O:14]CC)=[O:13])[CH2:8][C@@H:7]([CH3:22])[O:6]1, predict the reaction product. The product is: [CH3:4][C@@H:5]1[CH2:10][CH:9]([C@H:11]([NH:17][C:18]([O:20][CH3:21])=[O:19])[C:12]([OH:14])=[O:13])[CH2:8][C@@H:7]([CH3:22])[O:6]1. (5) Given the reactants [Br:1][C:2]1[C:10]2[N:9]=[C:8]([NH:11][C:12]3[CH:17]=[CH:16][C:15]([Cl:18])=[CH:14][C:13]=3[Cl:19])[N:7]([CH2:20][CH2:21][CH2:22]Cl)[C:6]=2[C:5]([C:24]([O:26][CH3:27])=[O:25])=[CH:4][CH:3]=1.C(=O)([O-])[O-].[K+].[K+].C(OCC)(=O)C, predict the reaction product. The product is: [Br:1][C:2]1[CH:3]=[CH:4][C:5]([C:24]([O:26][CH3:27])=[O:25])=[C:6]2[C:10]=1[N:9]=[C:8]1[N:11]([C:12]3[CH:17]=[CH:16][C:15]([Cl:18])=[CH:14][C:13]=3[Cl:19])[CH2:22][CH2:21][CH2:20][N:7]21.